From a dataset of Forward reaction prediction with 1.9M reactions from USPTO patents (1976-2016). Predict the product of the given reaction. (1) Given the reactants [CH3:1][CH:2]([CH3:47])[C@H:3]([NH:42][C:43](=[O:46])[O:44][CH3:45])[C:4]([N:6]1[CH2:10][C@@H:9]([CH3:11])[CH2:8][C@H:7]1[C:12]1[NH:16][C:15]2[C:17]3[C:22]([CH:23]=[CH:24][C:14]=2[N:13]=1)=[CH:21][C:20]1[C:25]2[C:30]([CH2:31][O:32][C:19]=1[CH:18]=3)=[CH:29][C:28](B1OC(C)(C)C(C)(C)O1)=[CH:27][CH:26]=2)=[O:5].Br[C:49]1[NH:53][C:52]([C@@H:54]2[CH2:58][CH2:57][CH2:56][N:55]2[C:59]([O:61][C:62]([CH3:65])([CH3:64])[CH3:63])=[O:60])=[N:51][CH:50]=1.C([O-])([O-])=O.[K+].[K+], predict the reaction product. The product is: [CH3:45][O:44][C:43]([NH:42][C@H:3]([C:4]([N:6]1[CH2:10][C@@H:9]([CH3:11])[CH2:8][C@H:7]1[C:12]1[NH:16][C:15]2[C:17]3[C:22]([CH:23]=[CH:24][C:14]=2[N:13]=1)=[CH:21][C:20]1[C:25]2[C:30]([CH2:31][O:32][C:19]=1[CH:18]=3)=[CH:29][C:28]([C:49]1[NH:53][C:52]([C@@H:54]3[CH2:58][CH2:57][CH2:56][N:55]3[C:59]([O:61][C:62]([CH3:65])([CH3:64])[CH3:63])=[O:60])=[N:51][CH:50]=1)=[CH:27][CH:26]=2)=[O:5])[CH:2]([CH3:1])[CH3:47])=[O:46]. (2) Given the reactants C([O:8][C:9]1[C:10]2[N:11]([CH:15]=[N:16][CH:17]=2)[CH:12]=[CH:13][CH:14]=1)C1C=CC=CC=1.[H][H], predict the reaction product. The product is: [CH:17]1[N:16]=[CH:15][N:11]2[CH2:12][CH2:13][CH2:14][C:9](=[O:8])[C:10]=12.